This data is from Peptide-MHC class II binding affinity with 134,281 pairs from IEDB. The task is: Regression. Given a peptide amino acid sequence and an MHC pseudo amino acid sequence, predict their binding affinity value. This is MHC class II binding data. (1) The peptide sequence is TYRENLRTALRYYN. The MHC is DRB1_0301 with pseudo-sequence DRB1_0301. The binding affinity (normalized) is 0.159. (2) The peptide sequence is SPTEFTSISSNSGNL. The MHC is DRB1_0802 with pseudo-sequence DRB1_0802. The binding affinity (normalized) is 0.137. (3) The peptide sequence is LRLFDYNKNAIKTLN. The MHC is H-2-IAb with pseudo-sequence H-2-IAb. The binding affinity (normalized) is 0.414.